From a dataset of Catalyst prediction with 721,799 reactions and 888 catalyst types from USPTO. Predict which catalyst facilitates the given reaction. (1) Reactant: [ClH:1].[F:2][C:3]1[CH:4]=[C:5](C(C(NC2C=CC(F)=CC=2)=O)C(N)=O)[CH:6]=[CH:7][C:8]=1[O:9][C:10]1[C:15]2=[C:16]([CH3:28])[C:17]([O:19][CH2:20][CH2:21][N:22]3[CH2:27][CH2:26][O:25][CH2:24][CH2:23]3)=[CH:18][N:14]2[N:13]=[CH:12][N:11]=1.FC1C=C([NH:63][C:64]([NH:66][C:67](=[O:76])[CH2:68][C:69]2[CH:74]=[CH:73][C:72]([F:75])=[CH:71][CH:70]=2)=[S:65])C=CC=1OC1C2=C(C)C(OC)=CN2N=CN=1. Product: [ClH:1].[F:2][C:3]1[CH:4]=[C:5]([NH:63][C:64]([NH:66][C:67](=[O:76])[CH2:68][C:69]2[CH:74]=[CH:73][C:72]([F:75])=[CH:71][CH:70]=2)=[S:65])[CH:6]=[CH:7][C:8]=1[O:9][C:10]1[C:15]2=[C:16]([CH3:28])[C:17]([O:19][CH2:20][CH2:21][N:22]3[CH2:27][CH2:26][O:25][CH2:24][CH2:23]3)=[CH:18][N:14]2[N:13]=[CH:12][N:11]=1. The catalyst class is: 1. (2) Reactant: [F:1][C:2]1[CH:3]=[C:4](/[CH:13]=[CH:14]/[C:15]([OH:17])=[O:16])[CH:5]=[CH:6][C:7]=1[O:8][C:9]([F:12])([F:11])[F:10]. Product: [F:1][C:2]1[CH:3]=[C:4]([CH2:13][CH2:14][C:15]([OH:17])=[O:16])[CH:5]=[CH:6][C:7]=1[O:8][C:9]([F:12])([F:11])[F:10]. The catalyst class is: 19. (3) Reactant: C([O-])([O-])=O.[Cs+].[Cs+].[O:7]1[CH2:12][CH2:11][N:10]([CH2:13][C:14]2[CH:15]=[C:16](B(O)O)[CH:17]=[CH:18][CH:19]=2)[CH2:9][CH2:8]1.Br[C:24]1[CH:25]=[C:26]([C:31]2[N:32]=[N:33][N:34]([CH:36]([CH3:38])[CH3:37])[CH:35]=2)[C:27]([NH2:30])=[N:28][CH:29]=1. Product: [CH:36]([N:34]1[CH:35]=[C:31]([C:26]2[C:27]([NH2:30])=[N:28][CH:29]=[C:24]([C:16]3[CH:17]=[CH:18][CH:19]=[C:14]([CH2:13][N:10]4[CH2:11][CH2:12][O:7][CH2:8][CH2:9]4)[CH:15]=3)[CH:25]=2)[N:32]=[N:33]1)([CH3:38])[CH3:37]. The catalyst class is: 70. (4) Reactant: O.O.O.[F-].C([N+](CCCC)(CCCC)CCCC)CCC.[C:22]([O:26][C:27]([N:29]([C:31]1[CH:36]=[C:35]([CH2:37][O:38][Si](C(C)(C)C)(C)C)[CH:34]=[CH:33][N:32]=1)[CH3:30])=[O:28])([CH3:25])([CH3:24])[CH3:23].C(OCC)(=O)C.O. Product: [C:22]([O:26][C:27]([N:29]([C:31]1[CH:36]=[C:35]([CH2:37][OH:38])[CH:34]=[CH:33][N:32]=1)[CH3:30])=[O:28])([CH3:25])([CH3:23])[CH3:24]. The catalyst class is: 7. (5) Reactant: [CH3:1][O:2][CH2:3][C:4]#[C:5][C:6]1[CH:7]=[C:8]2[C:27](=[CH:28][CH:29]=1)[O:26][CH2:25][C:21]1([CH2:24][O:23][CH2:22]1)[C:9]12[CH2:13][O:12][C:11]([N:14]([C:18]([O-:20])=[O:19])[C:15]([O-:17])=[O:16])=[N:10]1. Product: [CH3:1][O:2][CH2:3][CH2:4][CH2:5][C:6]1[CH:7]=[C:8]2[C:27](=[CH:28][CH:29]=1)[O:26][CH2:25][C:21]1([CH2:24][O:23][CH2:22]1)[C:9]12[CH2:13][O:12][C:11]([N:14]([C:18]([O:20][C:9]([CH3:21])([CH3:13])[CH3:8])=[O:19])[C:15]([O:17][C:6]([CH3:7])([CH3:29])[CH3:5])=[O:16])=[N:10]1. The catalyst class is: 256.